Dataset: Forward reaction prediction with 1.9M reactions from USPTO patents (1976-2016). Task: Predict the product of the given reaction. (1) The product is: [OH:22][C@@H:21]1[C@H:20]([OH:24])[C@@H:19]([O:26][CH3:27])[C:18]([CH3:29])([CH3:28])[O:17][C@H:16]1[O:15][C:14]1[C:13]([CH3:30])=[C:12]2[C:7]([CH:8]=[C:9]([NH:32][C:33]([C:55]3[NH:54][C:62]4[C:57]([CH:56]=3)=[CH:58][CH:59]=[CH:60][CH:61]=4)=[O:34])[C:10](=[O:31])[O:11]2)=[CH:6][C:5]=1[O:4][CH:1]([CH3:2])[CH3:3]. Given the reactants [CH:1]([O:4][C:5]1[CH:6]=[C:7]2[C:12](=[C:13]([CH3:30])[C:14]=1[O:15][C@H:16]1[C@@H:21]3[O:22]C(=O)[O:24][C@@H:20]3[C@@H:19]([O:26][CH3:27])[C:18]([CH3:29])([CH3:28])[O:17]1)[O:11][C:10](=[O:31])[C:9]([NH:32][C:33](=O)[O:34]CC1C=CC=CC=1)=[CH:8]2)([CH3:3])[CH3:2].CCN=C=NCCCN(C)C.[NH:54]1[C:62]2[C:57](=[CH:58][CH:59]=[CH:60][CH:61]=2)[CH:56]=[C:55]1C(O)=O.C(=O)([O-])[O-], predict the reaction product. (2) Given the reactants [CH2:1]([O:4][C:5]1([CH3:36])[CH2:10][CH2:9][N:8]([C:11]2[N:16]3[N:17]=[C:18]([CH2:20][N:21]=[N+:22]=[N-:23])[CH:19]=[C:15]3[N:14]=[C:13]([CH3:24])[C:12]=2[C@H:25]([O:31][C:32]([CH3:35])([CH3:34])[CH3:33])[C:26]([O:28][CH2:29][CH3:30])=[O:27])[CH2:7][CH2:6]1)[CH:2]=[CH2:3].[C:37]([C:39]1[CH:44]=[CH:43][CH:42]=[CH:41][C:40]=1[CH2:45][OH:46])#[CH:38].CCN(C(C)C)C(C)C, predict the reaction product. The product is: [CH2:1]([O:4][C:5]1([CH3:36])[CH2:10][CH2:9][N:8]([C:11]2[N:16]3[N:17]=[C:18]([CH2:20][N:21]4[CH:38]=[C:37]([C:39]5[CH:44]=[CH:43][CH:42]=[CH:41][C:40]=5[CH2:45][OH:46])[N:23]=[N:22]4)[CH:19]=[C:15]3[N:14]=[C:13]([CH3:24])[C:12]=2[C@H:25]([O:31][C:32]([CH3:35])([CH3:34])[CH3:33])[C:26]([O:28][CH2:29][CH3:30])=[O:27])[CH2:7][CH2:6]1)[CH:2]=[CH2:3]. (3) Given the reactants [C:1]1([C:11]([N:13]2[CH2:18][CH2:17][N:16](C(OC(C)(C)C)=O)[CH2:15][CH2:14]2)=[O:12])[C:10]2[C:5](=[CH:6][CH:7]=[CH:8][CH:9]=2)[CH:4]=[CH:3][CH:2]=1.FC(F)(F)C(O)=O, predict the reaction product. The product is: [C:1]1([C:11]([N:13]2[CH2:18][CH2:17][NH:16][CH2:15][CH2:14]2)=[O:12])[C:10]2[C:5](=[CH:6][CH:7]=[CH:8][CH:9]=2)[CH:4]=[CH:3][CH:2]=1. (4) Given the reactants [Cl:1][C:2]1[CH:7]=[C:6]([F:8])[C:5]([Si:9]([CH3:12])([CH3:11])[CH3:10])=[C:4]([F:13])[CH:3]=1.CC1CCCN(C)C1(C)C.[Li].CN([CH:28]=[O:29])C, predict the reaction product. The product is: [Cl:1][C:2]1[C:3]([CH:28]=[O:29])=[C:4]([F:13])[C:5]([Si:9]([CH3:10])([CH3:12])[CH3:11])=[C:6]([F:8])[CH:7]=1. (5) Given the reactants C1(P(C2C=CC=CC=2)C2C=CC3C(=CC=CC=3)C=2C2C3C(=CC=CC=3)C=CC=2P(C2C=CC=CC=2)C2C=CC=CC=2)C=CC=CC=1.C(=O)([O-])[O-].[Cs+].[Cs+].[CH3:53][O:54][C:55]([C:57]1[S:58][C:59]([C:62](=[O:73])[NH:63][C@@H:64]([C:66]2[CH:71]=[CH:70][C:69](Br)=[CH:68][CH:67]=2)[CH3:65])=[CH:60][CH:61]=1)=[O:56].[NH:74]1[CH2:79][CH2:78][O:77][CH2:76][CH2:75]1, predict the reaction product. The product is: [CH3:53][O:54][C:55]([C:57]1[S:58][C:59]([C:62](=[O:73])[NH:63][C@@H:64]([C:66]2[CH:71]=[CH:70][C:69]([N:74]3[CH2:79][CH2:78][O:77][CH2:76][CH2:75]3)=[CH:68][CH:67]=2)[CH3:65])=[CH:60][CH:61]=1)=[O:56]. (6) Given the reactants C([O:3][C:4]([C:6]1[C:11]([NH2:12])=[N:10][C:9]([C:13]([F:16])([F:15])[F:14])=[CH:8][N:7]=1)=[O:5])C.[OH-].[Na+].O.Cl, predict the reaction product. The product is: [NH2:12][C:11]1[C:6]([C:4]([OH:5])=[O:3])=[N:7][CH:8]=[C:9]([C:13]([F:16])([F:15])[F:14])[N:10]=1. (7) Given the reactants [CH2:1]([N:8]1[C:16]2[C:11](=[CH:12][CH:13]=[C:14]([C:17](O)=[O:18])[CH:15]=2)[C:10]([C:20](=[O:31])[NH:21][CH2:22][C:23]2[CH:28]=[CH:27][C:26]([F:29])=[C:25]([F:30])[CH:24]=2)=[C:9]1[CH:32]([CH3:34])[CH3:33])[C:2]1[CH:7]=[CH:6][CH:5]=[CH:4][CH:3]=1.C(Cl)CCl.[CH2:39]([NH2:42])[C:40]#[CH:41], predict the reaction product. The product is: [CH2:1]([N:8]1[C:16]2[C:11](=[CH:12][CH:13]=[C:14]([C:17]([NH:42][CH2:39][C:40]#[CH:41])=[O:18])[CH:15]=2)[C:10]([C:20]([NH:21][CH2:22][C:23]2[CH:28]=[CH:27][C:26]([F:29])=[C:25]([F:30])[CH:24]=2)=[O:31])=[C:9]1[CH:32]([CH3:34])[CH3:33])[C:2]1[CH:3]=[CH:4][CH:5]=[CH:6][CH:7]=1. (8) Given the reactants Cl[C:2]1[C:3]([NH2:9])=[N:4][CH:5]=[N:6][C:7]=1Cl.[NH2:10][CH2:11][CH:12]1[CH2:17][CH2:16][NH:15][C:14](=[O:18])[CH2:13]1.[O:19]([C:26]1[CH:31]=[CH:30][C:29](B(O)O)=[CH:28][CH:27]=1)[C:20]1[CH:25]=[CH:24][CH:23]=[CH:22][CH:21]=1, predict the reaction product. The product is: [NH2:9][C:3]1[N:4]=[CH:5][N:6]=[C:7]([NH:10][CH2:11][CH:12]2[CH2:17][CH2:16][NH:15][C:14](=[O:18])[CH2:13]2)[C:2]=1[C:29]1[CH:30]=[CH:31][C:26]([O:19][C:20]2[CH:25]=[CH:24][CH:23]=[CH:22][CH:21]=2)=[CH:27][CH:28]=1. (9) Given the reactants [Br:1]Br.P(Br)(Br)Br.[C:7]([C:11]1[CH:16]=[CH:15][CH:14]=[CH:13][C:12]=1O)([CH3:10])([CH3:9])[CH3:8], predict the reaction product. The product is: [Br:1][C:12]1[CH:13]=[CH:14][CH:15]=[CH:16][C:11]=1[C:7]([CH3:10])([CH3:9])[CH3:8].